From a dataset of Forward reaction prediction with 1.9M reactions from USPTO patents (1976-2016). Predict the product of the given reaction. (1) Given the reactants [NH2:1][CH2:2][CH2:3][C:4]1[N:5]=[C:6]([C:32]2[CH:37]=[CH:36][C:35]([CH3:38])=[CH:34][CH:33]=2)[N:7]([CH:9]([C:13]2[N:22]([CH2:23][C:24]3[CH:29]=[CH:28][CH:27]=[CH:26][CH:25]=3)[C:21](=[O:30])[C:20]3[C:15](=[CH:16][C:17]([Cl:31])=[CH:18][CH:19]=3)[N:14]=2)[CH:10]([CH3:12])[CH3:11])[CH:8]=1.C(=O)([O-])[O-].[K+].[K+].Br[CH2:46][C:47]([O:49][C:50]([CH3:53])([CH3:52])[CH3:51])=[O:48], predict the reaction product. The product is: [C:50]([O:49][C:47](=[O:48])[CH2:46][NH:1][CH2:2][CH2:3][C:4]1[N:5]=[C:6]([C:32]2[CH:37]=[CH:36][C:35]([CH3:38])=[CH:34][CH:33]=2)[N:7]([CH:9]([C:13]2[N:22]([CH2:23][C:24]3[CH:29]=[CH:28][CH:27]=[CH:26][CH:25]=3)[C:21](=[O:30])[C:20]3[C:15](=[CH:16][C:17]([Cl:31])=[CH:18][CH:19]=3)[N:14]=2)[CH:10]([CH3:12])[CH3:11])[CH:8]=1)([CH3:53])([CH3:52])[CH3:51]. (2) Given the reactants [CH3:1][N:2]1[CH2:25][CH2:24][C:5]2[N:6]([CH2:14][C:15]3([C:18]4[CH:19]=[N:20][CH:21]=[CH:22][CH:23]=4)[CH2:17][O:16]3)[C:7]3[CH:8]=[CH:9][C:10]([CH3:13])=[CH:11][C:12]=3[C:4]=2[CH2:3]1.[NH3:26], predict the reaction product. The product is: [NH2:26][CH2:17][C:15]([C:18]1[CH:19]=[N:20][CH:21]=[CH:22][CH:23]=1)([OH:16])[CH2:14][N:6]1[C:7]2[CH:8]=[CH:9][C:10]([CH3:13])=[CH:11][C:12]=2[C:4]2[CH2:3][N:2]([CH3:1])[CH2:25][CH2:24][C:5]1=2. (3) The product is: [CH:31]1([CH2:30][CH:29]([N:4]2[C:3](=[O:15])[CH:2]=[C:7]([O:25][C:18]3[C:19]([F:24])=[CH:20][CH:21]=[C:22]([CH3:23])[C:17]=3[F:16])[CH:6]=[N:5]2)[C:28]([OH:27])=[O:37])[CH2:35][CH2:34][CH2:33][CH2:32]1. Given the reactants Cl[C:2]1[C:3](=[O:15])[N:4](C2CCCCO2)[N:5]=[CH:6][C:7]=1Cl.[F:16][C:17]1[C:22]([CH3:23])=[CH:21][CH:20]=[C:19]([F:24])[C:18]=1[OH:25].C[O:27][C:28](=[O:37])[CH:29](Br)[CH2:30][CH:31]1[CH2:35][CH2:34][CH2:33][CH2:32]1, predict the reaction product. (4) The product is: [CH3:15][O:16][CH:3]([O:20][CH3:21])[CH2:4][C:5]1[N:12]=[CH:11][CH:10]=[CH:9][C:6]=1[C:7]#[N:8]. Given the reactants C[Si](C)(C)[C:3]#[C:4][C:5]1[N:12]=[CH:11][CH:10]=[CH:9][C:6]=1[C:7]#[N:8].[CH3:15][O-:16].[Na+].CC[O:20][CH2:21]C, predict the reaction product.